Dataset: Full USPTO retrosynthesis dataset with 1.9M reactions from patents (1976-2016). Task: Predict the reactants needed to synthesize the given product. (1) Given the product [C:19]([O:18][C:16]([N:14]1[CH2:15][CH:12]([N:8]2[C:4]3=[N:5][CH:6]=[N:7][C:2]([NH2:1])=[C:3]3[C:10]([O:29][C:23]3[CH:28]=[CH:27][CH:26]=[CH:25][CH:24]=3)=[N:9]2)[CH2:13]1)=[O:17])([CH3:22])([CH3:21])[CH3:20], predict the reactants needed to synthesize it. The reactants are: [NH2:1][C:2]1[N:7]=[CH:6][N:5]=[C:4]2[N:8]([CH:12]3[CH2:15][N:14]([C:16]([O:18][C:19]([CH3:22])([CH3:21])[CH3:20])=[O:17])[CH2:13]3)[N:9]=[C:10](I)[C:3]=12.[C:23]1([OH:29])[CH:28]=[CH:27][CH:26]=[CH:25][CH:24]=1.C(=O)([O-])[O-].[Cs+].[Cs+].Cl.CN(C)CC(O)=O. (2) Given the product [CH:17]([NH:2][CH2:3][CH:4]([C:9]1[CH:14]=[CH:13][CH:12]=[C:11]([O:15][CH3:16])[CH:10]=1)[C:5]([O:7][CH3:8])=[O:6])=[O:18], predict the reactants needed to synthesize it. The reactants are: Cl.[NH2:2][CH2:3][CH:4]([C:9]1[CH:14]=[CH:13][CH:12]=[C:11]([O:15][CH3:16])[CH:10]=1)[C:5]([O:7][CH3:8])=[O:6].[CH:17](OCC)=[O:18]. (3) Given the product [NH2:29][C:19]1[N:18]=[C:17]([NH:16][C:13]2[CH:12]=[CH:11][C:10]([O:9][C:7]3[CH:6]=[CH:5][N:4]=[C:3]([CH2:2][NH:1][C:35](=[O:36])[C:34]4[CH:38]=[CH:39][C:31]([F:30])=[CH:32][CH:33]=4)[CH:8]=3)=[CH:15][CH:14]=2)[CH:22]=[C:21]([C:23]2[CH:28]=[CH:27][CH:26]=[CH:25][CH:24]=2)[N:20]=1, predict the reactants needed to synthesize it. The reactants are: [NH2:1][CH2:2][C:3]1[CH:8]=[C:7]([O:9][C:10]2[CH:15]=[CH:14][C:13]([NH:16][C:17]3[CH:22]=[C:21]([C:23]4[CH:28]=[CH:27][CH:26]=[CH:25][CH:24]=4)[N:20]=[C:19]([NH2:29])[N:18]=3)=[CH:12][CH:11]=2)[CH:6]=[CH:5][N:4]=1.[F:30][C:31]1[CH:39]=[CH:38][C:34]([C:35](Cl)=[O:36])=[CH:33][CH:32]=1. (4) The reactants are: [CH3:1][O:2][C:3]1[CH:4]=[C:5]([CH:9]=[CH:10][C:11]=1[C:12]1[CH:17]=[CH:16][CH:15]=[CH:14][N:13]=1)[C:6]([OH:8])=O.[NH2:18][C:19]1[C:24](O)=[CH:23][CH:22]=[C:21]([CH3:26])[CH:20]=1.C[Si](OP(=O)=O)(C)C.C([O-])(O)=O.[Na+]. Given the product [CH3:1][O:2][C:3]1[CH:4]=[C:5]([C:6]2[O:8][C:24]3[CH:23]=[CH:22][C:21]([CH3:26])=[CH:20][C:19]=3[N:18]=2)[CH:9]=[CH:10][C:11]=1[C:12]1[CH:17]=[CH:16][CH:15]=[CH:14][N:13]=1, predict the reactants needed to synthesize it. (5) Given the product [CH2:11]1[NH:16][CH2:15][C@@H:14]([OH:17])[C@H:13]([OH:18])[C@H:12]1[CH2:19][OH:20].[C:6]([C@H:4]([C@@H:2]([C:1]([O-:10])=[O:9])[OH:3])[OH:5])([O-:8])=[O:7], predict the reactants needed to synthesize it. The reactants are: [C:1]([OH:10])(=[O:9])[C@H:2]([C@@H:4]([C:6]([OH:8])=[O:7])[OH:5])[OH:3].[CH2:11]1[NH:16][CH2:15][C@@H:14]([OH:17])[C@H:13]([OH:18])[C@H:12]1[CH2:19][OH:20].